Task: Predict the reactants needed to synthesize the given product.. Dataset: Full USPTO retrosynthesis dataset with 1.9M reactions from patents (1976-2016) (1) Given the product [NH2:1][C:2]1[N:7]=[CH:6][N:5]=[C:4]([C:8]2[C:9]([NH:14][C:15]3[CH:16]=[C:17]([NH:22][C:65](=[O:66])[C:64]4[CH:68]=[C:69]([C:71]([F:72])([F:73])[F:74])[CH:70]=[C:62]([N:60]5[CH:61]=[C:57]([CH3:56])[N:58]=[CH:59]5)[CH:63]=4)[CH:18]=[CH:19][C:20]=3[CH3:21])=[N:10][CH:11]=[CH:12][CH:13]=2)[CH:3]=1, predict the reactants needed to synthesize it. The reactants are: [NH2:1][C:2]1[N:7]=[CH:6][N:5]=[C:4]([C:8]2[C:9]([NH:14][C:15]3[CH:16]=[C:17]([NH2:22])[CH:18]=[CH:19][C:20]=3[CH3:21])=[N:10][CH:11]=[CH:12][CH:13]=2)[CH:3]=1.CCN(C(C)C)C(C)C.CN(C(ON1N=NC2C=CC=NC1=2)=[N+](C)C)C.F[P-](F)(F)(F)(F)F.[CH3:56][C:57]1[N:58]=[CH:59][N:60]([C:62]2[CH:63]=[C:64]([CH:68]=[C:69]([C:71]([F:74])([F:73])[F:72])[CH:70]=2)[C:65](O)=[O:66])[CH:61]=1. (2) The reactants are: C(OC(=O)[NH:7][CH2:8][C:9]1[CH:14]=[C:13]([CH:15]=[CH2:16])[C:12]([NH:17][S:18]([CH3:21])(=[O:20])=[O:19])=[C:11]([Cl:22])[CH:10]=1)(C)(C)C. Given the product [NH2:7][CH2:8][C:9]1[CH:14]=[C:13]([CH:15]=[CH2:16])[C:12]([NH:17][S:18]([CH3:21])(=[O:20])=[O:19])=[C:11]([Cl:22])[CH:10]=1, predict the reactants needed to synthesize it. (3) Given the product [NH2:4][C:5]1[CH:17]=[C:16]2[C:8]([C:9]3[C:14]([CH2:18][CH2:19][CH2:20][CH3:21])([CH2:15]2)[CH2:13][CH2:12][C:11](=[O:22])[C:10]=3[Br:23])=[CH:7][C:6]=1[F:24], predict the reactants needed to synthesize it. The reactants are: C([NH:4][C:5]1[CH:17]=[C:16]2[C:8]([C:9]3[C:14]([CH2:18][CH2:19][CH2:20][CH3:21])([CH2:15]2)[CH2:13][CH2:12][C:11](=[O:22])[C:10]=3[Br:23])=[CH:7][C:6]=1[F:24])(=O)C. (4) Given the product [CH2:27]([C:20]1[NH:13][C:14]2=[N:15][NH:16][CH:17]=[C:18]2[CH:5]([C:4]2[CH:7]=[CH:8][CH:9]=[CH:10][C:3]=2[C:2]([F:12])([F:11])[F:1])[C:21]=1[C:22]([O:24][CH2:25][CH3:26])=[O:23])[CH2:28][CH3:29], predict the reactants needed to synthesize it. The reactants are: [F:1][C:2]([F:12])([F:11])[C:3]1[CH:10]=[CH:9][CH:8]=[CH:7][C:4]=1[CH:5]=O.[NH2:13][C:14]1[CH:18]=[CH:17][NH:16][N:15]=1.O=[C:20]([CH2:27][CH2:28][CH3:29])[CH2:21][C:22]([O:24][CH2:25][CH3:26])=[O:23]. (5) Given the product [CH3:12]/[C:13](=[CH:18]\[C:19]1[CH:24]=[CH:23][CH:22]=[CH:21][CH:20]=1)/[CH2:14][CH2:15][CH:16]=[O:17], predict the reactants needed to synthesize it. The reactants are: [Cr](Cl)([O-])(=O)=O.[NH+]1C=CC=CC=1.[CH3:12]/[C:13](=[CH:18]\[C:19]1[CH:24]=[CH:23][CH:22]=[CH:21][CH:20]=1)/[CH2:14][CH2:15][CH2:16][OH:17].C(OCC)C. (6) Given the product [Si:18]([O:1][CH:2]1[CH2:3][CH2:4][CH:5]([C:8]([O:10][CH2:11][CH3:12])=[O:9])[CH2:6][CH2:7]1)([C:21]([CH3:24])([CH3:23])[CH3:22])([CH3:20])[CH3:19], predict the reactants needed to synthesize it. The reactants are: [OH:1][CH:2]1[CH2:7][CH2:6][CH:5]([C:8]([O:10][CH2:11][CH3:12])=[O:9])[CH2:4][CH2:3]1.N1C=CN=C1.[Si:18](Cl)([C:21]([CH3:24])([CH3:23])[CH3:22])([CH3:20])[CH3:19].O. (7) Given the product [NH2:13][C:6]1[CH:5]=[C:4]([O:16][CH2:17][C:18]#[CH:19])[C:3]([O:2][CH3:1])=[CH:12][C:7]=1[C:8]([O:10][CH3:11])=[O:9], predict the reactants needed to synthesize it. The reactants are: [CH3:1][O:2][C:3]1[C:4]([O:16][CH2:17][C:18]#[CH:19])=[CH:5][C:6]([N+:13]([O-])=O)=[C:7]([CH:12]=1)[C:8]([O:10][CH3:11])=[O:9].S(S([O-])=O)([O-])=O.[Na+].[Na+].O.